This data is from Catalyst prediction with 721,799 reactions and 888 catalyst types from USPTO. The task is: Predict which catalyst facilitates the given reaction. (1) Reactant: CN1C=CN=C1.[CH:7]1([CH2:12][C@H:13]([CH2:34][N:35]([CH:44]=[O:45])[O:36][CH2:37][C:38]2[CH:43]=[CH:42][CH:41]=[CH:40][CH:39]=2)[C:14]([N:16]2[C@H:20]([C:21](O)=[O:22])[CH2:19][CH2:18][N:17]2[C:24]([O:26][CH2:27][C:28]2[CH:33]=[CH:32][CH:31]=[CH:30][CH:29]=2)=[O:25])=[O:15])[CH2:11][CH2:10][CH2:9][CH2:8]1.S(Cl)(C)(=O)=O.[CH3:51][C@H:52]1[CH2:57][N:56]([CH3:58])[CH2:55][CH2:54][N:53]1[C:59]1[N:64]=[C:63]([NH2:65])[CH:62]=[CH:61][N:60]=1. Product: [CH:7]1([CH2:12][C@H:13]([CH2:34][N:35]([CH:44]=[O:45])[O:36][CH2:37][C:38]2[CH:43]=[CH:42][CH:41]=[CH:40][CH:39]=2)[C:14]([N:16]2[C@H:20]([C:21]([NH:65][C:63]3[CH:62]=[CH:61][N:60]=[C:59]([N:53]4[CH2:54][CH2:55][N:56]([CH3:58])[CH2:57][C@@H:52]4[CH3:51])[N:64]=3)=[O:22])[CH2:19][CH2:18][N:17]2[C:24]([O:26][CH2:27][C:28]2[CH:29]=[CH:30][CH:31]=[CH:32][CH:33]=2)=[O:25])=[O:15])[CH2:8][CH2:9][CH2:10][CH2:11]1. The catalyst class is: 4. (2) The catalyst class is: 2. Product: [CH3:38][O:37][C:16]1[CH:17]=[C:18]([C:21]2[S:25][C:24]3=[N:26][CH:27]=[C:28]([C:29]4[CH:30]=[N:31][C:32]([O:35][CH3:36])=[CH:33][CH:34]=4)[N:23]3[N:22]=2)[CH:19]=[CH:20][C:15]=1[O:14][CH:11]1[CH2:10][CH2:9][NH:8][CH2:13][CH2:12]1. Reactant: C(OC([N:8]1[CH2:13][CH2:12][CH:11]([O:14][C:15]2[CH:20]=[CH:19][C:18]([C:21]3[S:25][C:24]4=[N:26][CH:27]=[C:28]([C:29]5[CH:30]=[N:31][C:32]([O:35][CH3:36])=[CH:33][CH:34]=5)[N:23]4[N:22]=3)=[CH:17][C:16]=2[O:37][CH3:38])[CH2:10][CH2:9]1)=O)(C)(C)C.Cl. (3) Reactant: [NH:1]1[CH:5]=[CH:4][C:3]([NH:6][C:7](=[O:9])[CH3:8])=[N:2]1.C[C:11]([CH3:14])([O-:13])[CH3:12].[Na+].[Cl-].[Li+]. Product: [CH3:12][C:11]1([CH3:14])[O:13][C@H:11]([CH2:14][N:1]2[CH:5]=[CH:4][C:3]([NH:6][C:7](=[O:9])[CH3:8])=[N:2]2)[CH2:12][O:13]1. The catalyst class is: 3.